This data is from Full USPTO retrosynthesis dataset with 1.9M reactions from patents (1976-2016). The task is: Predict the reactants needed to synthesize the given product. (1) Given the product [C:13]([O:17][C:18]([NH:20][C@@H:21]1[C:22](=[O:23])[NH:33][C:28]2[CH:29]=[CH:30][CH:31]=[CH:32][C:27]=2[NH:26][CH2:25]1)=[O:19])([CH3:16])([CH3:15])[CH3:14], predict the reactants needed to synthesize it. The reactants are: Cl.CN(C)CCCN=C=NCC.[C:13]([O:17][C:18]([NH:20][CH:21]([CH2:25][NH:26][C:27]1[CH:32]=[CH:31][CH:30]=[CH:29][C:28]=1[NH2:33])[C:22](O)=[O:23])=[O:19])([CH3:16])([CH3:15])[CH3:14].C(OCC)(=O)C. (2) Given the product [C:12]([C:2]1[C:7]([Cl:8])=[CH:6][CH:5]=[CH:4][N:3]=1)#[N:13], predict the reactants needed to synthesize it. The reactants are: Cl[C:2]1[C:7]([Cl:8])=[CH:6][CH:5]=[CH:4][N:3]=1.ClCCl.[CH3:12][N:13](C)C=O. (3) Given the product [Si:13]([O:20][CH:21]1[CH2:24][N:23]([C:9]([Cl:12])=[O:8])[CH2:22]1)([C:16]([CH3:19])([CH3:18])[CH3:17])([CH3:15])[CH3:14], predict the reactants needed to synthesize it. The reactants are: C([O:8][C:9]([Cl:12])(Cl)Cl)(OC(Cl)(Cl)Cl)=O.[Si:13]([O:20][CH:21]1[CH2:24][NH:23][CH2:22]1)([C:16]([CH3:19])([CH3:18])[CH3:17])([CH3:15])[CH3:14].C(N(CC)CC)C. (4) Given the product [F:1][C:2]1[C:3]([NH:18][C:19]2[CH:24]=[CH:23][C:22]([CH2:25][CH2:26][CH2:27][NH:31][CH3:30])=[CH:21][C:20]=2[F:29])=[C:4]([CH:14]=[CH:15][C:16]=1[F:17])[C:5]([NH:7][O:8][CH2:9][CH2:10][OH:11])=[O:6], predict the reactants needed to synthesize it. The reactants are: [F:1][C:2]1[C:3]([NH:18][C:19]2[CH:24]=[CH:23][C:22]([CH2:25][CH2:26][CH2:27]I)=[CH:21][C:20]=2[F:29])=[C:4]([CH:14]=[CH:15][C:16]=1[F:17])[C:5]([NH:7][O:8][CH2:9][CH2:10][O:11]C=C)=[O:6].[CH3:30][NH2:31]. (5) Given the product [CH3:1][O:2][C:3]1[CH:4]=[C:5]2[C:10](=[CH:11][C:12]=1[O:13][CH3:14])[N:9]=[CH:8][CH:7]=[C:6]2[O:15][C:16]1[C:22]([CH3:23])=[CH:21][C:19]([NH:20][C:43](=[O:49])[O:42][CH2:31][C:25]2[CH:30]=[CH:29][C:28]([C:56]([CH3:63])([CH3:57])[CH3:55])=[CH:27][CH:26]=2)=[C:18]([CH3:24])[CH:17]=1, predict the reactants needed to synthesize it. The reactants are: [CH3:1][O:2][C:3]1[CH:4]=[C:5]2[C:10](=[CH:11][C:12]=1[O:13][CH3:14])[N:9]=[CH:8][CH:7]=[C:6]2[O:15][C:16]1[C:22]([CH3:23])=[CH:21][C:19]([NH2:20])=[C:18]([CH3:24])[CH:17]=1.[C:25]1([CH3:31])[CH:30]=[CH:29][CH:28]=[CH:27][CH:26]=1.C(N(CC)CC)C.ClC(Cl)([O:42][C:43](=[O:49])OC(Cl)(Cl)Cl)Cl.COC1C=[CH:63][C:56]([CH:57](O)C(C)(C)C)=[CH:55]C=1. (6) Given the product [CH:1]([NH:11][C:12]1[CH:21]=[CH:20][C:15]([C:16]([O:18][CH3:19])=[O:17])=[CH:14][C:13]=1[O:22][CH3:23])=[O:2], predict the reactants needed to synthesize it. The reactants are: [CH:1](O)=[O:2].C(OC(=O)C)(=O)C.[NH2:11][C:12]1[CH:21]=[CH:20][C:15]([C:16]([O:18][CH3:19])=[O:17])=[CH:14][C:13]=1[O:22][CH3:23]. (7) Given the product [Br:3][C:4]1[C:5]([C:15]2[CH:20]=[CH:19][C:18]([F:21])=[CH:17][CH:16]=2)=[N:6][C:7]([O:12][CH2:13][CH3:14])=[C:8]([CH:11]=1)[C:9]([O:25][CH2:24][CH3:23])=[O:1], predict the reactants needed to synthesize it. The reactants are: [OH-:1].[K+].[Br:3][C:4]1[C:5]([C:15]2[CH:20]=[CH:19][C:18]([F:21])=[CH:17][CH:16]=2)=[N:6][C:7]([O:12][CH2:13][CH3:14])=[C:8]([CH:11]=1)[C:9]#N.C1C[O:25][CH2:24][CH2:23]1. (8) Given the product [Cl:18][C:19]1[C:20]2[CH:30]=[CH:29][C:28]([C:31]([F:32])([F:34])[F:33])=[CH:27][C:21]=2[S:22][C:23]=1[C:24]([N:1]1[CH2:2][CH:3]([CH:5]2[CH2:6][CH2:7][N:8]([C:11]([C:13]3[S:14][CH:15]=[CH:16][N:17]=3)=[O:12])[CH2:9][CH2:10]2)[CH2:4]1)=[O:25], predict the reactants needed to synthesize it. The reactants are: [NH:1]1[CH2:4][CH:3]([CH:5]2[CH2:10][CH2:9][N:8]([C:11]([C:13]3[S:14][CH:15]=[CH:16][N:17]=3)=[O:12])[CH2:7][CH2:6]2)[CH2:2]1.[Cl:18][C:19]1[C:20]2[CH:30]=[CH:29][C:28]([C:31]([F:34])([F:33])[F:32])=[CH:27][C:21]=2[S:22][C:23]=1[C:24](O)=[O:25].CCN(CC)CC.CN(C(ON1N=NC2C=CC=NC1=2)=[N+](C)C)C.F[P-](F)(F)(F)(F)F. (9) Given the product [F:18][C:17]([F:20])([F:19])[C:16]1[C:11]([C:9]2[CH:10]=[C:2]3[C:3]([C:4]([OH:6])=[N:23][CH:21]=[N:1]3)=[CH:7][CH:8]=2)=[N:12][CH:13]=[CH:14][CH:15]=1, predict the reactants needed to synthesize it. The reactants are: [NH2:1][C:2]1[CH:10]=[C:9]([C:11]2[C:16]([C:17]([F:20])([F:19])[F:18])=[CH:15][CH:14]=[CH:13][N:12]=2)[CH:8]=[CH:7][C:3]=1[C:4]([OH:6])=O.[CH:21]([NH2:23])=O. (10) Given the product [Br:1][C:2]1[CH:3]=[CH:4][C:5]([CH:8]([CH3:12])[CH2:9][OH:10])=[CH:6][CH:7]=1, predict the reactants needed to synthesize it. The reactants are: [Br:1][C:2]1[CH:7]=[CH:6][C:5]([CH:8]([CH3:12])[C:9](O)=[O:10])=[CH:4][CH:3]=1.B.